Task: Predict the product of the given reaction.. Dataset: Forward reaction prediction with 1.9M reactions from USPTO patents (1976-2016) The product is: [CH2:21]([N:8]1[C:9](=[O:11])[C:10]2[C:2]([CH3:1])=[N:3][S:4][C:5]=2[N:6]=[C:7]1[CH2:12][CH2:13][CH3:14])[C:22]1[CH:27]=[CH:26][CH:25]=[CH:24][CH:23]=1. Given the reactants [CH3:1][C:2]1[C:10]2[C:9](=[O:11])[NH:8][C:7]([CH2:12][CH2:13][CH3:14])=[N:6][C:5]=2[S:4][N:3]=1.C([O-])([O-])=O.[K+].[K+].[CH2:21](Br)[C:22]1[CH:27]=[CH:26][CH:25]=[CH:24][CH:23]=1, predict the reaction product.